Dataset: Catalyst prediction with 721,799 reactions and 888 catalyst types from USPTO. Task: Predict which catalyst facilitates the given reaction. (1) Reactant: [F:1][C:2]1[CH:3]=[CH:4][CH:5]=[C:6]2[C:10]=1[NH:9][CH:8]=[CH:7]2.[C:11](O[C:11]([C:13]([F:16])([F:15])[F:14])=[O:12])([C:13]([F:16])([F:15])[F:14])=[O:12].C(=O)(O)[O-].[Na+]. Product: [F:14][C:13]([F:16])([F:15])[C:11]([C:7]1[C:6]2[C:10](=[C:2]([F:1])[CH:3]=[CH:4][CH:5]=2)[NH:9][CH:8]=1)=[O:12]. The catalyst class is: 3. (2) Reactant: C1(P(C2C=CC=CC=2)C2C=CC=CC=2)C=CC=CC=1.[Cl:20][C:21]1[CH:31]=[C:30]([O:32][CH2:33][CH:34]=[C:35]([Cl:37])[Cl:36])[CH:29]=[C:28]([Cl:38])[C:22]=1[O:23][CH2:24][CH2:25][CH2:26][OH:27].[C:39]([O:43][C:44](=[O:53])[NH:45][C:46]1[CH:51]=[CH:50][C:49](O)=[CH:48][CH:47]=1)([CH3:42])([CH3:41])[CH3:40]. Product: [C:39]([O:43][C:44](=[O:53])[NH:45][C:46]1[CH:47]=[CH:48][C:49]([O:27][CH2:26][CH2:25][CH2:24][O:23][C:22]2[C:21]([Cl:20])=[CH:31][C:30]([O:32][CH2:33][CH:34]=[C:35]([Cl:37])[Cl:36])=[CH:29][C:28]=2[Cl:38])=[CH:50][CH:51]=1)([CH3:42])([CH3:40])[CH3:41]. The catalyst class is: 1. (3) Reactant: [Br:1][C:2]1[CH:3]=[N:4][C:5](Cl)=[N:6][CH:7]=1.[CH3:9][C:10]1[CH:14]=[C:13]([CH3:15])[NH:12][N:11]=1.C(=O)([O-])[O-].[K+].[K+].O. Product: [Br:1][C:2]1[CH:3]=[N:4][C:5]([N:11]2[C:10]([CH3:9])=[CH:14][C:13]([CH3:15])=[N:12]2)=[N:6][CH:7]=1. The catalyst class is: 60.